From a dataset of Catalyst prediction with 721,799 reactions and 888 catalyst types from USPTO. Predict which catalyst facilitates the given reaction. (1) Reactant: [N:1]1([S:11]([C:14]2[CH:15]=[C:16]([N:20]3[C:29](=[O:30])[C:28]4[C:27]([C:31]([OH:33])=O)=[CH:26][CH:25]=[CH:24][C:23]=4[NH:22][C:21]3=[O:34])[CH:17]=[CH:18][CH:19]=2)(=[O:13])=[O:12])[C:10]2[C:5](=[CH:6][CH:7]=[CH:8][CH:9]=2)[CH2:4][CH2:3][CH2:2]1.O[N:36]1C2C=CC=CC=2N=N1.C(N(CC)C(C)C)(C)C.Cl.C(N=C=NCCCN(C)C)C.C(=O)([O-])[O-].[NH4+].[NH4+]. Product: [N:1]1([S:11]([C:14]2[CH:15]=[C:16]([N:20]3[C:29](=[O:30])[C:28]4[C:27]([C:31]([NH2:36])=[O:33])=[CH:26][CH:25]=[CH:24][C:23]=4[NH:22][C:21]3=[O:34])[CH:17]=[CH:18][CH:19]=2)(=[O:12])=[O:13])[C:10]2[C:5](=[CH:6][CH:7]=[CH:8][CH:9]=2)[CH2:4][CH2:3][CH2:2]1. The catalyst class is: 18. (2) Reactant: [Br:1][C:2]1[CH:7]=[C:6]([CH:8]=O)[CH:5]=[CH:4][N:3]=1.Cl.[CH:11]1([NH:17][C:18]([CH:20]2[CH2:25][CH2:24][NH:23][CH2:22][CH2:21]2)=[O:19])[CH2:16][CH2:15][CH2:14][CH2:13][CH2:12]1.CCN(C(C)C)C(C)C.C(O[BH-](OC(=O)C)OC(=O)C)(=O)C.[Na+].C([O-])(O)=O.[Na+]. Product: [CH:11]1([NH:17][C:18]([CH:20]2[CH2:21][CH2:22][N:23]([CH2:8][C:6]3[CH:5]=[CH:4][N:3]=[C:2]([Br:1])[CH:7]=3)[CH2:24][CH2:25]2)=[O:19])[CH2:12][CH2:13][CH2:14][CH2:15][CH2:16]1. The catalyst class is: 2. (3) Reactant: C([O:3][C:4]([C:6]1[CH:50]=[CH:49][C:9]2[N:10]([CH:43]3[CH2:48][CH2:47][CH2:46][CH2:45][CH2:44]3)[C:11]([C:13]3[CH:14]=[C:15]4[C:20](=[CH:21][CH:22]=3)[N:19]=[C:18]([C:23]3[C:28]([C:29]5[CH:34]=[CH:33][C:32]([F:35])=[CH:31][CH:30]=5)=[CH:27][CH:26]=[C:25]([C:36]([N:38]5[CH2:42][CH2:41][CH2:40][CH2:39]5)=[O:37])[CH:24]=3)[CH:17]=[CH:16]4)=[N:12][C:8]=2[CH:7]=1)=[O:5])C.Cl. Product: [CH:43]1([N:10]2[C:9]3[CH:49]=[CH:50][C:6]([C:4]([OH:5])=[O:3])=[CH:7][C:8]=3[N:12]=[C:11]2[C:13]2[CH:14]=[C:15]3[C:20](=[CH:21][CH:22]=2)[N:19]=[C:18]([C:23]2[C:28]([C:29]4[CH:34]=[CH:33][C:32]([F:35])=[CH:31][CH:30]=4)=[CH:27][CH:26]=[C:25]([C:36]([N:38]4[CH2:42][CH2:41][CH2:40][CH2:39]4)=[O:37])[CH:24]=2)[CH:17]=[CH:16]3)[CH2:44][CH2:45][CH2:46][CH2:47][CH2:48]1. The catalyst class is: 702.